This data is from Full USPTO retrosynthesis dataset with 1.9M reactions from patents (1976-2016). The task is: Predict the reactants needed to synthesize the given product. (1) Given the product [CH3:14][O:13][C:3]1[CH:4]=[C:5]([C@H:6]2[C@H:7]([N+:8]([O-:10])=[O:9])[CH2:17][CH:16]=[CH:15][CH2:20]2)[CH:11]=[CH:12][C:2]=1[OH:1], predict the reactants needed to synthesize it. The reactants are: [OH:1][C:2]1[CH:12]=[CH:11][C:5]([CH:6]=[CH:7][N+:8]([O-:10])=[O:9])=[CH:4][C:3]=1[O:13][CH3:14].[CH:15]1[C:20](O)=CC=[C:17](O)[CH:16]=1.C=CC=C. (2) Given the product [OH:4][CH2:5][CH2:6][CH2:7][CH2:8][CH2:9][CH2:10][CH2:11][CH2:12][S:13][C:14]1[CH:19]=[CH:18][N:17]=[C:16]([S:20][CH2:23][C:24]2[NH:28][C:27]3[CH:29]=[CH:30][CH:31]=[CH:32][C:26]=3[N:25]=2)[C:15]=1[CH3:21], predict the reactants needed to synthesize it. The reactants are: C([O:4][CH2:5][CH2:6][CH2:7][CH2:8][CH2:9][CH2:10][CH2:11][CH2:12][S:13][C:14]1[CH:19]=[CH:18][NH:17][C:16](=[S:20])[C:15]=1[CH3:21])(=O)C.Cl[CH2:23][C:24]1[NH:25][C:26]2[CH:32]=[CH:31][CH:30]=[CH:29][C:27]=2[N:28]=1.[OH-].[Na+]. (3) Given the product [C:11]1([CH2:17][CH2:18][CH2:19][CH:20]=[O:21])[CH:16]=[CH:15][CH:14]=[CH:13][CH:12]=1, predict the reactants needed to synthesize it. The reactants are: CS(C)=O.C(Cl)(=O)C(Cl)=O.[C:11]1([CH2:17][CH2:18][CH2:19][CH2:20][OH:21])[CH:16]=[CH:15][CH:14]=[CH:13][CH:12]=1.C(N(CC)CC)C. (4) Given the product [OH:2][C:3]1[CH:8]=[CH:7][C:6]([S:9]([C:12]2[CH:17]=[CH:16][C:15]([CH2:18][CH2:19][NH:20][C:21](=[O:26])[C:22]([F:25])([F:23])[F:24])=[CH:14][CH:13]=2)(=[O:11])=[O:10])=[CH:5][C:4]=1[CH2:27][C:28]([O:30][CH3:31])=[O:29], predict the reactants needed to synthesize it. The reactants are: C[O:2][C:3]1[CH:8]=[CH:7][C:6]([S:9]([C:12]2[CH:17]=[CH:16][C:15]([CH2:18][CH2:19][NH:20][C:21](=[O:26])[C:22]([F:25])([F:24])[F:23])=[CH:14][CH:13]=2)(=[O:11])=[O:10])=[CH:5][C:4]=1[CH2:27][C:28]([O:30][CH3:31])=[O:29].B(Br)(Br)Br. (5) Given the product [Br:17][C:18]1[N:19]=[CH:20][C:21]([O:16][C:13]2[CH:14]=[CH:15][C:8]3[CH2:7][CH2:6][N:5]([CH:1]4[CH2:4][CH2:3][CH2:2]4)[CH2:11][CH2:10][C:9]=3[CH:12]=2)=[N:22][CH:23]=1, predict the reactants needed to synthesize it. The reactants are: [CH:1]1([N:5]2[CH2:11][CH2:10][C:9]3[CH:12]=[C:13]([OH:16])[CH:14]=[CH:15][C:8]=3[CH2:7][CH2:6]2)[CH2:4][CH2:3][CH2:2]1.[Br:17][C:18]1[N:19]=[CH:20][C:21](N)=[N:22][CH:23]=1. (6) Given the product [NH2:32][N:9]1[N:8]=[C:7]([C:1]2[CH:2]=[CH:3][CH:4]=[CH:5][CH:6]=2)[C:16]2[CH2:15][CH2:14][CH2:13][CH2:12][C:11]=2[C:10]1=[O:17], predict the reactants needed to synthesize it. The reactants are: [C:1]1([C:7]2[C:16]3[CH2:15][CH2:14][CH2:13][CH2:12][C:11]=3[C:10](=[O:17])[NH:9][N:8]=2)[CH:6]=[CH:5][CH:4]=[CH:3][CH:2]=1.C1(P([NH:32]O)(C2C=CC=CC=2)=O)C=CC=CC=1. (7) Given the product [CH3:1][C:2]1[CH:23]=[C:22]([CH3:24])[C:21]([C:25]2[NH:29][C:28]([CH2:30][CH:37]3[CH2:38][CH2:39][CH2:40][O:36]3)=[N:27][N:26]=2)=[CH:20][C:3]=1[C:4]([N:6]1[CH2:11][CH2:10][CH:9]([C:12]2[CH:19]=[CH:18][C:15]([C:16]#[N:17])=[CH:14][CH:13]=2)[CH2:8][CH2:7]1)=[O:5], predict the reactants needed to synthesize it. The reactants are: [CH3:1][C:2]1[CH:23]=[C:22]([CH3:24])[C:21]([C:25]2[NH:29][C:28]([CH2:30]C3CCOC3)=[N:27][N:26]=2)=[CH:20][C:3]=1[C:4]([N:6]1[CH2:11][CH2:10][CH:9]([C:12]2[CH:19]=[CH:18][C:15]([C:16]#[N:17])=[CH:14][CH:13]=2)[CH2:8][CH2:7]1)=[O:5].[O:36]1[CH2:40][CH2:39][CH2:38][CH:37]1CC(NN)=O.O1CCC(CC(NN)=O)C1.